Dataset: Full USPTO retrosynthesis dataset with 1.9M reactions from patents (1976-2016). Task: Predict the reactants needed to synthesize the given product. Given the product [C:32]([O:31][C:29]([N:36]1[CH2:37][CH2:38][CH:4]([C:5]2[CH:11]=[C:10]([CH3:12])[N:6]([CH2:7][CH3:9])[N:19]=2)[CH2:3][CH2:2]1)=[O:30])([CH3:35])([CH3:34])[CH3:33], predict the reactants needed to synthesize it. The reactants are: [Li][CH2:2][CH2:3][CH2:4][CH3:5].[NH:6]([CH:10]([CH3:12])[CH3:11])[CH:7]([CH3:9])C.CC(C)=O.C1N=C[N:19](C(N2C=NC=C2)=O)C=1.[C:29]([N:36]1CCC(C(O)=O)[CH2:38][CH2:37]1)([O:31][C:32]([CH3:35])([CH3:34])[CH3:33])=[O:30].C(O)(=O)C(O)=O.C(NN)C.CCN(CC)CC.